Task: Predict the product of the given reaction.. Dataset: Forward reaction prediction with 1.9M reactions from USPTO patents (1976-2016) (1) Given the reactants C(O[C:6]([N:8](C)[CH2:9][CH2:10][CH2:11][NH:12][C:13]1[CH:22]=[CH:21][CH:20]=[C:19]2[C:14]=1[CH:15]=[CH:16][N:17]=[CH:18]2)=O)(C)(C)C.[ClH:24].CO, predict the reaction product. The product is: [ClH:24].[CH:18]1[C:19]2[C:14](=[C:13]([NH:12][CH2:11][CH2:10][CH2:9][NH:8][CH3:6])[CH:22]=[CH:21][CH:20]=2)[CH:15]=[CH:16][N:17]=1. (2) Given the reactants [CH3:1][N:2]1[CH:6]=[C:5]([C:7]2[O:11][N:10]=[C:9]([C:12]3[CH:17]=[CH:16][C:15]([O:18][C:19]([F:22])([F:21])[F:20])=[CH:14][CH:13]=3)[N:8]=2)[N:4]=[CH:3]1.[Li]CCCC.[Cl:28][C:29]1[CH:30]=[C:31]([CH:34]=[CH:35][N:36]=1)[CH:32]=[O:33], predict the reaction product. The product is: [Cl:28][C:29]1[CH:30]=[C:31]([CH:32]([C:3]2[N:2]([CH3:1])[CH:6]=[C:5]([C:7]3[O:11][N:10]=[C:9]([C:12]4[CH:13]=[CH:14][C:15]([O:18][C:19]([F:20])([F:22])[F:21])=[CH:16][CH:17]=4)[N:8]=3)[N:4]=2)[OH:33])[CH:34]=[CH:35][N:36]=1. (3) The product is: [C:26]([CH2:25][C:22]1[CH:21]=[CH:20][C:19]([NH:18][C:17]([CH2:16][O:15][C:13]2[C:12]3[C:7](=[CH:8][C:9]([Cl:31])=[CH:10][C:11]=3[Cl:30])[CH:6]=[C:5]([C:3]([OH:4])=[O:2])[CH:14]=2)=[O:29])=[CH:24][CH:23]=1)([OH:28])=[O:27]. Given the reactants C[O:2][C:3]([C:5]1[CH:14]=[C:13]([O:15][CH2:16][C:17](=[O:29])[NH:18][C:19]2[CH:24]=[CH:23][C:22]([CH2:25][C:26]([OH:28])=[O:27])=[CH:21][CH:20]=2)[C:12]2[C:7](=[CH:8][C:9]([Cl:31])=[CH:10][C:11]=2[Cl:30])[CH:6]=1)=[O:4].[Li+].[OH-], predict the reaction product. (4) The product is: [Br:3][C:4]1[CH:5]=[C:6]2[CH:7]=[CH:8][N:9]([Si:16]([CH:20]([CH3:22])[CH3:21])([CH:17]([CH3:19])[CH3:18])[CH:13]([CH3:15])[CH3:14])[C:10]2=[N:11][CH:12]=1. Given the reactants [H-].[Na+].[Br:3][C:4]1[CH:5]=[C:6]2[C:10](=[N:11][CH:12]=1)[NH:9][CH:8]=[CH:7]2.[CH:13]([Si:16](Cl)([CH:20]([CH3:22])[CH3:21])[CH:17]([CH3:19])[CH3:18])([CH3:15])[CH3:14], predict the reaction product. (5) Given the reactants [NH2:1][C:2]1[CH:3]=[C:4]([NH:10][S:11]([CH3:14])(=[O:13])=[O:12])[CH:5]=[C:6]([O:8][CH3:9])[CH:7]=1.C(N(CC)CC)C.[Cl:22][C:23]1[C:28]([C:29](Cl)=[O:30])=[C:27]([Cl:32])[N:26]=[CH:25][N:24]=1, predict the reaction product. The product is: [Cl:22][C:23]1[C:28]([C:29]([NH:1][C:2]2[CH:3]=[C:4]([NH:10][S:11]([CH3:14])(=[O:13])=[O:12])[CH:5]=[C:6]([O:8][CH3:9])[CH:7]=2)=[O:30])=[C:27]([Cl:32])[N:26]=[CH:25][N:24]=1. (6) Given the reactants [C:1]([O:5][C:6]([N:8]1[CH2:13][CH2:12][CH:11]([N:14]2[C:21](=[O:22])[C:20]3[CH:19]=[C:18](Br)[N:17]([CH:24]([CH3:26])[CH3:25])[C:16]=3[CH:15]2[C:27]2[CH:32]=[CH:31][C:30]([Cl:33])=[CH:29][CH:28]=2)[CH2:10][CH2:9]1)=[O:7])([CH3:4])([CH3:3])[CH3:2].[CH3:34][O:35][C:36]1[N:41]=[C:40]([O:42][CH3:43])[C:39](B(O)O)=[CH:38][N:37]=1.BrC1N(C(C)C)C2C(C3C=CC(Cl)=CC=3)N(C3C=C(Cl)C=CC=3C)C(=O)C=2C=1.COC1C(B2OC(C)(C)C(C)(C)O2)=CN=C(N)N=1, predict the reaction product. The product is: [C:1]([O:5][C:6]([N:8]1[CH2:13][CH2:12][CH:11]([N:14]2[C:21](=[O:22])[C:20]3[CH:19]=[C:18]([C:39]4[C:40]([O:42][CH3:43])=[N:41][C:36]([O:35][CH3:34])=[N:37][CH:38]=4)[N:17]([CH:24]([CH3:26])[CH3:25])[C:16]=3[CH:15]2[C:27]2[CH:32]=[CH:31][C:30]([Cl:33])=[CH:29][CH:28]=2)[CH2:10][CH2:9]1)=[O:7])([CH3:4])([CH3:3])[CH3:2]. (7) Given the reactants [F:1][C:2]1[CH:19]=[CH:18][C:5]([CH2:6][O:7][C:8]2[CH:14]=[CH:13][C:11]([NH2:12])=[C:10]([N+:15]([O-])=O)[CH:9]=2)=[CH:4][CH:3]=1.FC1C=CC(COC2C=CC([N+]([O-])=O)=C([N+]([O-])=O)C=2)=CC=1, predict the reaction product. The product is: [F:1][C:2]1[CH:19]=[CH:18][C:5]([CH2:6][O:7][C:8]2[CH:9]=[C:10]([NH2:15])[C:11]([NH2:12])=[CH:13][CH:14]=2)=[CH:4][CH:3]=1.